Dataset: Reaction yield outcomes from USPTO patents with 853,638 reactions. Task: Predict the reaction yield, written as a fraction of the theoretical maximum amount of product (1.0 means a 100% yield; for example, 0.34 means a 34% yield). The reactants are [Li]CCCC.C(NC(C)C)(C)C.[Br:13][C:14]1[CH:18]=[CH:17][S:16][C:15]=1[Cl:19].CN([CH:23]=[O:24])C. The catalyst is C1COCC1. The product is [Br:13][C:14]1[CH:18]=[C:17]([CH:23]=[O:24])[S:16][C:15]=1[Cl:19]. The yield is 0.540.